This data is from Catalyst prediction with 721,799 reactions and 888 catalyst types from USPTO. The task is: Predict which catalyst facilitates the given reaction. Reactant: [CH3:1][C:2]([O:9][C:10]1[CH:15]=[CH:14][C:13]([O:16][CH:17]([C:22]2[CH:27]=[CH:26][CH:25]=[C:24]([C:28]3[CH:33]=[CH:32][C:31]([C:34]([F:37])([F:36])[F:35])=[CH:30][CH:29]=3)[N:23]=2)[CH2:18][CH2:19][CH2:20][CH3:21])=[CH:12][C:11]=1[CH3:38])([CH3:8])[C:3]([O:5]CC)=[O:4].O.[OH-].[Na+].Cl. Product: [NH3:23].[CH3:1][C:2]([O:9][C:10]1[CH:15]=[CH:14][C:13]([O:16][CH:17]([C:22]2[CH:27]=[CH:26][CH:25]=[C:24]([C:28]3[CH:29]=[CH:30][C:31]([C:34]([F:37])([F:36])[F:35])=[CH:32][CH:33]=3)[N:23]=2)[CH2:18][CH2:19][CH2:20][CH3:21])=[CH:12][C:11]=1[CH3:38])([CH3:8])[C:3]([OH:5])=[O:4]. The catalyst class is: 1.